From a dataset of Reaction yield outcomes from USPTO patents with 853,638 reactions. Predict the reaction yield, written as a fraction of the theoretical maximum amount of product (1.0 means a 100% yield; for example, 0.34 means a 34% yield). (1) The reactants are Cl[C:2]1[C:7]([C:8]#[N:9])=[CH:6][CH:5]=[CH:4][N:3]=1.[F:10][C:11]([F:23])([F:22])[O:12][C:13]1[CH:18]=[CH:17][CH:16]=[CH:15][C:14]=1B(O)O. No catalyst specified. The product is [F:10][C:11]([F:22])([F:23])[O:12][C:13]1[CH:18]=[CH:17][C:16]([C:2]2[N:3]=[CH:4][CH:5]=[CH:6][C:7]=2[C:8]#[N:9])=[CH:15][CH:14]=1. The yield is 0.710. (2) The reactants are COP([CH2:7][C:8]([O:10][C:11]([CH3:14])([CH3:13])[CH3:12])=[O:9])(OC)=O.[H-].[Na+].[CH3:17][C:18]1[CH:27]=[C:26]([CH2:28][O:29][C:30]2[CH:35]=[CH:34][C:33]([C:36]3[CH2:40][CH:39]([CH:41]=O)[O:38][N:37]=3)=[CH:32][CH:31]=2)[C:25]2[C:20](=[CH:21][CH:22]=[CH:23][CH:24]=2)[N:19]=1. The catalyst is CN(C=O)C. The product is [C:11]([O:10][C:8](=[O:9])[CH:7]=[CH:41][CH:39]1[O:38][N:37]=[C:36]([C:33]2[CH:34]=[CH:35][C:30]([O:29][CH2:28][C:26]3[C:25]4[C:20](=[CH:21][CH:22]=[CH:23][CH:24]=4)[N:19]=[C:18]([CH3:17])[CH:27]=3)=[CH:31][CH:32]=2)[CH2:40]1)([CH3:12])([CH3:13])[CH3:14]. The yield is 0.610. (3) The reactants are [C:1]1([CH2:11][NH2:12])[C:10]2[C:5](=[CH:6][CH:7]=[CH:8][CH:9]=2)[CH:4]=[CH:3][CH:2]=1.N1C=CC=CC=1.[C:19]([C:22]1[CH:27]=[CH:26][C:25]([S:28](Cl)(=[O:30])=[O:29])=[CH:24][CH:23]=1)(=[O:21])[CH3:20]. The catalyst is C1COCC1. The product is [C:19]([C:22]1[CH:23]=[CH:24][C:25]([S:28]([NH:12][CH2:11][C:1]2[C:10]3[C:5](=[CH:6][CH:7]=[CH:8][CH:9]=3)[CH:4]=[CH:3][CH:2]=2)(=[O:30])=[O:29])=[CH:26][CH:27]=1)(=[O:21])[CH3:20]. The yield is 0.230. (4) The reactants are [NH:1]1[C:9]2[C:4](=[CH:5][CH:6]=[CH:7][CH:8]=2)[C:3](/[CH:10]=[CH:11]/[C:12]2[CH:17]=[CH:16][C:15]([NH:18][C:19]([N:21]3[CH2:26][CH2:25][N:24]([C:27](=[O:29])[CH3:28])[CH2:23][CH2:22]3)=[O:20])=[CH:14][C:13]=2[N+:30]([O-])=O)=[N:2]1.[Sn].Cl.[OH-].[Na+]. The catalyst is C(O)C. The product is [NH2:30][C:13]1[CH:14]=[C:15]([NH:18][C:19]([N:21]2[CH2:26][CH2:25][N:24]([C:27](=[O:29])[CH3:28])[CH2:23][CH2:22]2)=[O:20])[CH:16]=[CH:17][C:12]=1/[CH:11]=[CH:10]/[C:3]1[C:4]2[C:9](=[CH:8][CH:7]=[CH:6][CH:5]=2)[NH:1][N:2]=1. The yield is 0.790. (5) The reactants are Cl[C:2]1[N:7]=[C:6]([N:8]2[CH2:13][CH2:12][O:11][CH2:10][CH2:9]2)[N:5]=[C:4]([N:14]2[CH2:19][CH2:18][O:17][CH2:16][CH2:15]2)[N:3]=1.CC1(C)C(C)(C)OB([C:28]2[CH:34]=[CH:33][C:31]([NH2:32])=[CH:30][CH:29]=2)O1.C(=O)([O-])[O-].[Na+].[Na+]. The catalyst is COCCOC.C(OCC)(=O)C.[Pd].C1(P(C2C=CC=CC=2)C2C=CC=CC=2)C=CC=CC=1.C1(P(C2C=CC=CC=2)C2C=CC=CC=2)C=CC=CC=1.C1(P(C2C=CC=CC=2)C2C=CC=CC=2)C=CC=CC=1.C1(P(C2C=CC=CC=2)C2C=CC=CC=2)C=CC=CC=1. The product is [O:17]1[CH2:18][CH2:19][N:14]([C:4]2[N:5]=[C:6]([N:8]3[CH2:13][CH2:12][O:11][CH2:10][CH2:9]3)[N:7]=[C:2]([C:28]3[CH:34]=[CH:33][C:31]([NH2:32])=[CH:30][CH:29]=3)[N:3]=2)[CH2:15][CH2:16]1. The yield is 0.400. (6) The product is [Cl:17][C:18]1[CH:19]=[C:20]([NH:24][C:25]([N:7]2[C@@H:8]([CH3:11])[CH2:9][C:10]3[N:2]([CH3:1])[N:3]=[C:4]([C:12]4[S:13][CH:14]=[CH:15][CH:16]=4)[C:5]=3[CH2:6]2)=[O:26])[CH:21]=[CH:22][CH:23]=1. The yield is 0.426. The catalyst is C(Cl)Cl. The reactants are [CH3:1][N:2]1[C:10]2[CH2:9][C@H:8]([CH3:11])[NH:7][CH2:6][C:5]=2[C:4]([C:12]2[S:13][CH:14]=[CH:15][CH:16]=2)=[N:3]1.[Cl:17][C:18]1[CH:19]=[C:20]([NH:24][C:25](=O)[O:26]C2C=CC=CC=2)[CH:21]=[CH:22][CH:23]=1.O. (7) The reactants are [CH2:1]([S:3]([CH2:5][CH3:6])=O)[CH3:2].FC(F)(F)C(OC(=O)C(F)(F)F)=O.[Cl:20][C:21]1[C:26]2[O:27][CH2:28][O:29][C:25]=2[CH:24]=[C:23]([C:30]2[C:34]([C:35]([F:38])([F:37])[F:36])=[N:33][N:32]([C:39]3[N:44]=[CH:43][CH:42]=[CH:41][N:40]=3)[C:31]=2[NH2:45])[CH:22]=1. The catalyst is ClCCl.N. The product is [Cl:20][C:21]1[C:26]2[O:27][CH2:28][O:29][C:25]=2[CH:24]=[C:23]([C:30]2[C:34]([C:35]([F:37])([F:38])[F:36])=[N:33][N:32]([C:39]3[N:44]=[CH:43][CH:42]=[CH:41][N:40]=3)[C:31]=2[N:45]=[S:3]([CH2:5][CH3:6])[CH2:1][CH3:2])[CH:22]=1. The yield is 0.290. (8) The reactants are [CH3:1][Mg]Br.[C:4]([O:8][C:9]([N:11]1[CH2:16][CH2:15][C:14]([C:24](=[O:26])[CH3:25])([C:17]2[CH:22]=[CH:21][C:20]([Cl:23])=[CH:19][CH:18]=2)[CH2:13][CH2:12]1)=[O:10])([CH3:7])([CH3:6])[CH3:5]. The catalyst is C1(C)C=CC=CC=1.O1CCCC1.O1CCCC1. The product is [C:4]([O:8][C:9]([N:11]1[CH2:16][CH2:15][C:14]([C:17]2[CH:18]=[CH:19][C:20]([Cl:23])=[CH:21][CH:22]=2)([C:24]([OH:26])([CH3:1])[CH3:25])[CH2:13][CH2:12]1)=[O:10])([CH3:7])([CH3:5])[CH3:6]. The yield is 0.670. (9) The reactants are [F:1][C:2]1[CH:3]=[C:4]([CH2:33][OH:34])[CH:5]=[CH:6][C:7]=1[N:8]1[CH2:13][CH2:12][N:11]([C:14]([C:16]2[CH:21]=[C:20]([S:22]([CH3:25])(=[O:24])=[O:23])[CH:19]=[CH:18][C:17]=2[C:26]2[CH:31]=[CH:30][C:29]([F:32])=[CH:28][CH:27]=2)=[O:15])[CH2:10][CH2:9]1.S([O-])([O-])(=O)=O.[Na+].[Na+].FS([C:46]([F:51])([F:50])C(O)=O)(=O)=O. The catalyst is C(#N)C.CS(C)=O.CC#N. The product is [F:50][CH:46]([F:51])[O:34][CH2:33][C:4]1[CH:5]=[CH:6][C:7]([N:8]2[CH2:13][CH2:12][N:11]([C:14]([C:16]3[CH:21]=[C:20]([S:22]([CH3:25])(=[O:24])=[O:23])[CH:19]=[CH:18][C:17]=3[C:26]3[CH:31]=[CH:30][C:29]([F:32])=[CH:28][CH:27]=3)=[O:15])[CH2:10][CH2:9]2)=[C:2]([F:1])[CH:3]=1. The yield is 0.0900. (10) The reactants are C([O:4][CH2:5][C:6](Cl)=[O:7])(=O)C.[F:9][C:10]1[CH:15]=[CH:14][C:13]([N:16]2[C:24]3[C:19](=[CH:20][C:21]([O:26][C@H:27]([C:31]4[CH:36]=[CH:35][CH:34]=[CH:33][CH:32]=4)[C@@H:28]([NH2:30])[CH3:29])=[C:22]([CH3:25])[CH:23]=3)[CH:18]=[N:17]2)=[CH:12][CH:11]=1.C(N(CC)CC)C. The catalyst is C1COCC1. The product is [F:9][C:10]1[CH:11]=[CH:12][C:13]([N:16]2[C:24]3[C:19](=[CH:20][C:21]([O:26][C@H:27]([C:31]4[CH:32]=[CH:33][CH:34]=[CH:35][CH:36]=4)[C@@H:28]([NH:30][C:5](=[O:4])[CH2:6][OH:7])[CH3:29])=[C:22]([CH3:25])[CH:23]=3)[CH:18]=[N:17]2)=[CH:14][CH:15]=1. The yield is 0.800.